Dataset: Forward reaction prediction with 1.9M reactions from USPTO patents (1976-2016). Task: Predict the product of the given reaction. (1) Given the reactants [CH3:1][O:2][C:3](=[O:32])[C:4]1[CH:9]=[C:8]([O:10][C:11]2[CH:16]=[CH:15][C:14]([NH2:17])=[C:13]([CH2:18][CH2:19][CH3:20])[CH:12]=2)[CH:7]=[CH:6][C:5]=1[NH:21][S:22]([C:25]1[CH:30]=[CH:29][C:28]([CH3:31])=[CH:27][CH:26]=1)(=[O:24])=[O:23].[S:33](Cl)([C:36]1[CH:42]=[CH:41][C:39]([CH3:40])=[CH:38][CH:37]=1)(=[O:35])=[O:34].N1C=CC=CC=1, predict the reaction product. The product is: [CH3:1][O:2][C:3](=[O:32])[C:4]1[CH:9]=[C:8]([O:10][C:11]2[CH:16]=[CH:15][C:14]([NH:17][S:33]([C:36]3[CH:42]=[CH:41][C:39]([CH3:40])=[CH:38][CH:37]=3)(=[O:35])=[O:34])=[C:13]([CH2:18][CH2:19][CH3:20])[CH:12]=2)[CH:7]=[CH:6][C:5]=1[NH:21][S:22]([C:25]1[CH:26]=[CH:27][C:28]([CH3:31])=[CH:29][CH:30]=1)(=[O:24])=[O:23]. (2) Given the reactants C([O:4][CH2:5][C:6]1[N:10]2[C:11]3[CH:42]=[CH:41][C:40]([Cl:43])=[CH:39][C:12]=3[C@@H:13]([C:29]3[CH:34]=[CH:33][CH:32]=[C:31]([O:35][CH3:36])[C:30]=3[O:37][CH3:38])[O:14][C@H:15]([CH2:16][CH2:17][N:18]3[N:22]=[N:21][C:20]([CH2:23][C:24]([O:26][CH2:27][CH3:28])=[O:25])=[N:19]3)[C:9]2=[CH:8][CH:7]=1)(=O)C, predict the reaction product. The product is: [OH:4][CH2:5][C:6]1[N:10]2[C:11]3[CH:42]=[CH:41][C:40]([Cl:43])=[CH:39][C:12]=3[C@@H:13]([C:29]3[CH:34]=[CH:33][CH:32]=[C:31]([O:35][CH3:36])[C:30]=3[O:37][CH3:38])[O:14][C@H:15]([CH2:16][CH2:17][N:18]3[N:22]=[N:21][C:20]([CH2:23][C:24]([O:26][CH2:27][CH3:28])=[O:25])=[N:19]3)[C:9]2=[CH:8][CH:7]=1.